Dataset: Full USPTO retrosynthesis dataset with 1.9M reactions from patents (1976-2016). Task: Predict the reactants needed to synthesize the given product. (1) Given the product [C:34]([NH:35][C@H:36]1[CH2:40][CH2:39][N:38]([C:9]2[CH:8]=[CH:7][C:3]([C:4]([NH2:6])=[O:5])=[C:2]([NH:12][C:13]3[CH:14]=[CH:15][C:16]([C:19]([N:21]4[CH2:22][CH:23]([CH3:28])[O:24][CH:25]([CH3:27])[CH2:26]4)=[O:20])=[CH:17][CH:18]=3)[N:10]=2)[CH2:37]1)(=[O:41])[CH:42]=[CH2:43], predict the reactants needed to synthesize it. The reactants are: Cl[C:2]1[N:10]=[C:9](Cl)[CH:8]=[CH:7][C:3]=1[C:4]([NH2:6])=[O:5].[NH2:12][C:13]1[CH:18]=[CH:17][C:16]([C:19]([N:21]2[CH2:26][CH:25]([CH3:27])[O:24][CH:23]([CH3:28])[CH2:22]2)=[O:20])=[CH:15][CH:14]=1.C(O[C:34](=[O:41])[NH:35][C@H:36]1[CH2:40][CH2:39][NH:38][CH2:37]1)(C)(C)C.[C:42](O)(=O)[CH:43]=C. (2) The reactants are: [NH2:1][C:2]1[C:7]([C:8]([NH:10][C:11]2[CH:16]=[CH:15][CH:14]=[CH:13][C:12]=2[O:17]C)=[O:9])=[C:6]([NH:19][C@H:20]([C:22]2[N:27]([C:28]3[CH:33]=[CH:32][CH:31]=[CH:30][CH:29]=3)[C:26](=[O:34])[C:25]3=[C:35]([CH3:38])[CH:36]=[CH:37][N:24]3[N:23]=2)[CH3:21])[N:5]=[CH:4][N:3]=1.B(Br)(Br)Br. Given the product [NH2:1][C:2]1[C:7]([C:8]([NH:10][C:11]2[CH:16]=[CH:15][CH:14]=[CH:13][C:12]=2[OH:17])=[O:9])=[C:6]([NH:19][C@H:20]([C:22]2[N:27]([C:28]3[CH:29]=[CH:30][CH:31]=[CH:32][CH:33]=3)[C:26](=[O:34])[C:25]3=[C:35]([CH3:38])[CH:36]=[CH:37][N:24]3[N:23]=2)[CH3:21])[N:5]=[CH:4][N:3]=1, predict the reactants needed to synthesize it. (3) Given the product [CH3:1][C:2]1[NH:3][C:4]2[C:9]([C:10]=1[CH3:11])=[CH:8][C:7]([NH:12][C:13]1[C:22]3[C:17](=[CH:18][C:19]([O:25][CH2:27][CH2:28][N:29]4[CH2:34][CH2:33][CH2:32][CH2:31][CH2:30]4)=[C:20]([O:23][CH3:24])[CH:21]=3)[N:16]=[CH:15][N:14]=1)=[CH:6][CH:5]=2, predict the reactants needed to synthesize it. The reactants are: [CH3:1][C:2]1[NH:3][C:4]2[C:9]([C:10]=1[CH3:11])=[CH:8][C:7]([NH:12][C:13]1[C:22]3[C:17](=[CH:18][C:19]([OH:25])=[C:20]([O:23][CH3:24])[CH:21]=3)[N:16]=[CH:15][N:14]=1)=[CH:6][CH:5]=2.O[CH2:27][CH2:28][N:29]1[CH2:34][CH2:33][CH2:32][CH2:31][CH2:30]1. (4) Given the product [C:1]([C:5]1[CH:10]=[CH:9][C:8]([C:11]2[N:12]=[C:13]([CH:24]3[CH2:29][CH2:28][N:27]([C:34](=[O:40])[N:51]([OH:52])[CH3:50])[CH2:26][CH2:25]3)[O:14][C:15]=2[C:16]2[CH:21]=[CH:20][C:19]([O:22][CH3:23])=[CH:18][CH:17]=2)=[CH:7][CH:6]=1)([CH3:4])([CH3:2])[CH3:3], predict the reactants needed to synthesize it. The reactants are: [C:1]([C:5]1[CH:10]=[CH:9][C:8]([C:11]2[N:12]=[C:13]([CH:24]3[CH2:29][CH2:28][NH:27][CH2:26][CH2:25]3)[O:14][C:15]=2[C:16]2[CH:21]=[CH:20][C:19]([O:22][CH3:23])=[CH:18][CH:17]=2)=[CH:7][CH:6]=1)([CH3:4])([CH3:3])[CH3:2].ClC(Cl)(O[C:34](=[O:40])OC(Cl)(Cl)Cl)Cl.C(N(CC)CC)C.Cl.[CH3:50][NH:51][OH:52].[Cl-].[NH4+].